This data is from Catalyst prediction with 721,799 reactions and 888 catalyst types from USPTO. The task is: Predict which catalyst facilitates the given reaction. Reactant: [CH2:1]([O:3][C:4]1[CH:5]=[C:6]([C:12]([OH:18])=[C:13]([C:16]#[N:17])[C:14]#[N:15])[CH:7]=[CH:8][C:9]=1[O:10][CH3:11])[CH3:2].[C:19](=O)(O)[O-].[Na+].O1CCOCC1.COS(OC)(=O)=O. Product: [CH2:1]([O:3][C:4]1[CH:5]=[C:6]([C:12]([O:18][CH3:19])=[C:13]([C:14]#[N:15])[C:16]#[N:17])[CH:7]=[CH:8][C:9]=1[O:10][CH3:11])[CH3:2]. The catalyst class is: 6.